Dataset: Catalyst prediction with 721,799 reactions and 888 catalyst types from USPTO. Task: Predict which catalyst facilitates the given reaction. (1) The catalyst class is: 78. Product: [CH2:1]([O:3][C:4](=[O:30])[C:5]([O:22][C:23]1[CH:28]=[CH:27][C:26]([Cl:29])=[CH:25][CH:24]=1)([CH3:21])[CH2:6][C:7]1[CH:12]=[CH:11][C:10]([OH:13])=[CH:9][CH:8]=1)[CH3:2]. Reactant: [CH2:1]([O:3][C:4](=[O:30])[C:5]([O:22][C:23]1[CH:28]=[CH:27][C:26]([Cl:29])=[CH:25][CH:24]=1)([CH3:21])[CH2:6][C:7]1[CH:12]=[CH:11][C:10]([O:13]CC2C=CC=CC=2)=[CH:9][CH:8]=1)[CH3:2]. (2) Reactant: [CH3:1][O:2][C:3](=[O:22])[C:4]1[CH:9]=[CH:8][CH:7]=[CH:6][C:5]=1[NH:10][C:11](=[O:21])[C:12]1[CH:17]=[CH:16][CH:15]=[CH:14][C:13]=1[N+:18]([O-])=O. Product: [CH3:1][O:2][C:3](=[O:22])[C:4]1[CH:9]=[CH:8][CH:7]=[CH:6][C:5]=1[NH:10][C:11](=[O:21])[C:12]1[CH:17]=[CH:16][CH:15]=[CH:14][C:13]=1[NH2:18].[NH2:10][C:5]1[CH:6]=[CH:7][CH:8]=[CH:9][C:4]=1[C:3]([OH:22])=[O:2]. The catalyst class is: 394. (3) Reactant: [Br:1][C:2]1[C:6]2[CH2:7][N:8]([C:11]([O:13][C:14]([CH3:17])([CH3:16])[CH3:15])=[O:12])[CH2:9][CH2:10][C:5]=2[NH:4][N:3]=1.C([O-])([O-])=O.[Cs+].[Cs+].I[CH:25]1[CH2:28][O:27][CH2:26]1. Product: [Br:1][C:2]1[C:6]2[CH2:7][N:8]([C:11]([O:13][C:14]([CH3:17])([CH3:16])[CH3:15])=[O:12])[CH2:9][CH2:10][C:5]=2[N:4]([CH:25]2[CH2:28][O:27][CH2:26]2)[N:3]=1. The catalyst class is: 3. (4) Reactant: Br[CH:2]([C:20]1[CH:25]=[CH:24][N:23]=[C:22]([S:26][CH3:27])[N:21]=1)[C:3]([C:5]1[C:6]([Cl:19])=[C:7]([NH:12][C:13](=[O:18])[C:14]([CH3:17])([CH3:16])[CH3:15])[CH:8]=[C:9]([F:11])[CH:10]=1)=O.[NH2:28][C:29]([NH2:31])=[S:30]. Product: [NH2:31][C:29]1[S:30][C:2]([C:20]2[CH:25]=[CH:24][N:23]=[C:22]([S:26][CH3:27])[N:21]=2)=[C:3]([C:5]2[C:6]([Cl:19])=[C:7]([NH:12][C:13](=[O:18])[C:14]([CH3:17])([CH3:16])[CH3:15])[CH:8]=[C:9]([F:11])[CH:10]=2)[N:28]=1. The catalyst class is: 88. (5) Reactant: [F:1][C:2]([F:15])([F:14])[CH2:3][O:4][C:5]1[CH:13]=[N:12][CH:11]=[CH:10][C:6]=1[C:7](O)=[O:8].C(Cl)(=O)C([Cl:19])=O. Product: [F:1][C:2]([F:15])([F:14])[CH2:3][O:4][C:5]1[CH:13]=[N:12][CH:11]=[CH:10][C:6]=1[C:7]([Cl:19])=[O:8]. The catalyst class is: 479. (6) Reactant: [CH3:1][C:2]1[N:7]=[C:6]([C:8]([N:10]2[C@H:16]([CH2:17][N:18]3C(=O)C4C(=CC=CC=4)C3=O)[CH2:15][C@@H:14]3[C@@H:12]([CH2:13]3)[CH2:11]2)=[O:9])[C:5]([C:29]2[N:34]=[CH:33][CH:32]=[CH:31][N:30]=2)=[CH:4][CH:3]=1.NN. Product: [CH3:1][C:2]1[N:7]=[C:6]([C:8]([N:10]2[C@H:16]([CH2:17][NH2:18])[CH2:15][C@@H:14]3[C@@H:12]([CH2:13]3)[CH2:11]2)=[O:9])[C:5]([C:29]2[N:34]=[CH:33][CH:32]=[CH:31][N:30]=2)=[CH:4][CH:3]=1. The catalyst class is: 14. (7) Reactant: Br[C:2]1[C:7]([CH:8]=[CH2:9])=[CH:6][N:5]=[C:4]([N:10]([CH2:20][C:21]2[CH:26]=[CH:25][C:24]([O:27][CH3:28])=[CH:23][CH:22]=2)[CH2:11][C:12]2[CH:17]=[CH:16][C:15]([O:18][CH3:19])=[CH:14][CH:13]=2)[CH:3]=1.C([O-])([O-])=O.[Cs+].[Cs+].[CH2:35]([Sn](CCCC)(CCCC)CCCC)[CH:36]=[CH2:37].[F-].[K+]. Product: [CH2:37]([C:2]1[C:7]([CH:8]=[CH2:9])=[CH:6][N:5]=[C:4]([N:10]([CH2:20][C:21]2[CH:26]=[CH:25][C:24]([O:27][CH3:28])=[CH:23][CH:22]=2)[CH2:11][C:12]2[CH:17]=[CH:16][C:15]([O:18][CH3:19])=[CH:14][CH:13]=2)[CH:3]=1)[CH:36]=[CH2:35]. The catalyst class is: 450.